From a dataset of Full USPTO retrosynthesis dataset with 1.9M reactions from patents (1976-2016). Predict the reactants needed to synthesize the given product. (1) Given the product [F:2][C:3]1[CH:4]=[CH:5][C:6]([C:9]2([NH:13][C:28](=[O:29])[CH2:27][N:16]3[CH2:17][CH2:18][CH2:19][CH:20]([C:21]4[CH:26]=[CH:25][CH:24]=[CH:23][CH:22]=4)[C:15]3=[O:14])[CH2:12][CH2:11][CH2:10]2)=[CH:7][CH:8]=1, predict the reactants needed to synthesize it. The reactants are: Cl.[F:2][C:3]1[CH:8]=[CH:7][C:6]([C:9]2([NH2:13])[CH2:12][CH2:11][CH2:10]2)=[CH:5][CH:4]=1.[O:14]=[C:15]1[CH:20]([C:21]2[CH:26]=[CH:25][CH:24]=[CH:23][CH:22]=2)[CH2:19][CH2:18][CH2:17][N:16]1[CH2:27][C:28](O)=[O:29].C(N=C=NCCCN(C)C)C. (2) Given the product [F:18][C:19]([F:32])([F:31])[S:20]([O:1][C:2]1[CH:11]=[C:10]2[C:5]([CH:6]=[CH:7][CH:8]=[N:9]2)=[CH:4][CH:3]=1)(=[O:22])=[O:21], predict the reactants needed to synthesize it. The reactants are: [OH:1][C:2]1[CH:11]=[C:10]2[C:5]([CH:6]=[CH:7][CH:8]=[N:9]2)=[CH:4][CH:3]=1.N1C=CC=CC=1.[F:18][C:19]([F:32])([F:31])[S:20](O[S:20]([C:19]([F:32])([F:31])[F:18])(=[O:22])=[O:21])(=[O:22])=[O:21]. (3) Given the product [CH3:1][O:2][C:3](=[O:18])[CH2:4][C:5]1=[N:6][N:7]([C:11]2[CH:16]=[CH:15][CH:14]=[CH:13][C:12]=2[Cl:17])[C:8](=[O:10])/[C:9]/1=[C:23](/[O:25][CH2:26][CH3:27])\[CH3:24], predict the reactants needed to synthesize it. The reactants are: [CH3:1][O:2][C:3](=[O:18])[CH2:4][C:5]1[CH:9]=[C:8]([OH:10])[N:7]([C:11]2[CH:16]=[CH:15][CH:14]=[CH:13][C:12]=2[Cl:17])[N:6]=1.C(O)(=O)C.[CH2:23]([O:25][C:26](OCC)(OCC)[CH3:27])[CH3:24].